From a dataset of Full USPTO retrosynthesis dataset with 1.9M reactions from patents (1976-2016). Predict the reactants needed to synthesize the given product. (1) Given the product [N:4]1([CH2:15][CH2:16][CH2:17][C:18]2[CH:23]=[C:22]([C:24]3[CH:29]=[CH:28][CH:27]=[C:26]([C:30]([F:33])([F:32])[F:31])[CH:25]=3)[N:21]=[C:20]([C:34]#[N:35])[N:19]=2)[CH2:9][CH2:8][CH2:7][CH2:6][CH2:5]1, predict the reactants needed to synthesize it. The reactants are: C([BH3-])#N.[NH:4]1[CH2:9][CH2:8][CH2:7][CH2:6][CH2:5]1.C(O)(=O)C.O=[CH:15][CH2:16][CH2:17][C:18]1[CH:23]=[C:22]([C:24]2[CH:29]=[CH:28][CH:27]=[C:26]([C:30]([F:33])([F:32])[F:31])[CH:25]=2)[N:21]=[C:20]([C:34]#[N:35])[N:19]=1. (2) Given the product [NH2:36][C:32]1[N:31]=[C:30]([C:19]2[N:18]([CH3:37])[C:15]3[CH2:16][CH2:17][NH:12][C:13](=[O:38])[C:14]=3[C:20]=2[NH:21][C:22]2[CH:27]=[CH:26][CH:25]=[C:24]([OH:28])[CH:23]=2)[CH:35]=[CH:34][N:33]=1, predict the reactants needed to synthesize it. The reactants are: B(Br)(Br)Br.C(OC([N:12]1[CH2:17][CH2:16][C:15]2[N:18]([CH3:37])[C:19]([C:30]3[CH:35]=[CH:34][N:33]=[C:32]([NH2:36])[N:31]=3)=[C:20]([NH:21][C:22]3[CH:27]=[CH:26][CH:25]=[C:24]([O:28]C)[CH:23]=3)[C:14]=2[C:13]1=[O:38])=O)(C)(C)C.O. (3) Given the product [I:1][C:2]1[CH:3]=[C:4]2[C:8](=[CH:9][CH:10]=1)[NH:7][C:6](=[O:11])[C:5]2=[N:12][NH:13][C:14]([C:16]1[CH:35]=[CH:34][C:19]([CH2:20][NH:21][C:22]([C:24]2[CH:25]=[CH:26][C:27]([C:28]([OH:30])=[O:29])=[CH:32][CH:33]=2)=[O:23])=[CH:18][CH:17]=1)=[O:15], predict the reactants needed to synthesize it. The reactants are: [I:1][C:2]1[CH:3]=[C:4]2[C:8](=[CH:9][CH:10]=1)[NH:7][C:6](=[O:11])[C:5]2=[N:12][NH:13][C:14]([C:16]1[CH:35]=[CH:34][C:19]([CH2:20][NH:21][C:22]([C:24]2[CH:33]=[CH:32][C:27]([C:28]([O:30]C)=[O:29])=[CH:26][CH:25]=2)=[O:23])=[CH:18][CH:17]=1)=[O:15].[OH-].[Na+]. (4) The reactants are: [NH2:1][C:2]1[CH:7]=[C:6]([C:8]([CH3:11])([CH3:10])[CH3:9])[CH:5]=[CH:4][C:3]=1[NH:12][C:13](=O)[CH2:14][CH2:15][CH:16]1[CH2:19][CH:18]([N:20]([CH2:24][C@@H:25]2[C@@H:32]3[C@@H:28]([O:29][C:30]([CH3:34])([CH3:33])[O:31]3)[C@H:27]([N:35]3[C:39]4[N:40]=[CH:41][N:42]=[C:43]([NH:44][CH2:45][C:46]5[CH:51]=[CH:50][C:49]([O:52][CH3:53])=[CH:48][C:47]=5[O:54][CH3:55])[C:38]=4[CH:37]=[CH:36]3)[O:26]2)[CH:21]([CH3:23])[CH3:22])[CH2:17]1. Given the product [C:8]([C:6]1[CH:5]=[CH:4][C:3]2[NH:12][C:13]([CH2:14][CH2:15][CH:16]3[CH2:17][CH:18]([N:20]([CH2:24][C@@H:25]4[C@H:32]5[O:31][C:30]([CH3:33])([CH3:34])[O:29][C@H:28]5[C@H:27]([N:35]5[C:39]6[N:40]=[CH:41][N:42]=[C:43]([NH:44][CH2:45][C:46]7[CH:51]=[CH:50][C:49]([O:52][CH3:53])=[CH:48][C:47]=7[O:54][CH3:55])[C:38]=6[CH:37]=[CH:36]5)[O:26]4)[CH:21]([CH3:22])[CH3:23])[CH2:19]3)=[N:1][C:2]=2[CH:7]=1)([CH3:9])([CH3:11])[CH3:10], predict the reactants needed to synthesize it. (5) Given the product [F:11][C:12]1[CH:19]=[C:18]([C:20]2[C:4]3[CH2:3][C:2]([CH3:1])([CH3:10])[CH2:8][C:7](=[O:6])[C:5]=3[N:22]([CH3:25])[CH:21]=2)[CH:17]=[CH:16][C:13]=1[C:14]#[N:15], predict the reactants needed to synthesize it. The reactants are: [CH3:1][C:2]1([CH3:10])[CH2:8][CH:7]2[CH:5]([O:6]2)[C:4](=O)[CH2:3]1.[F:11][C:12]1[CH:19]=[C:18]([CH:20]=[CH:21][N+:22]([O-])=O)[CH:17]=[CH:16][C:13]=1[C:14]#[N:15].[CH3:25]COCC.